This data is from Full USPTO retrosynthesis dataset with 1.9M reactions from patents (1976-2016). The task is: Predict the reactants needed to synthesize the given product. (1) Given the product [NH:10]1[CH:11]=[CH:12][N:13]=[C:9]1[CH2:8][N:7]([CH2:14][C:15]1[CH:23]=[CH:22][C:18]([C:19]([N:58]2[CH2:59][CH2:60][N:55]([CH2:54][CH2:53][N:52]([CH2:61][CH2:62][CH3:63])[CH2:49][CH2:50][CH3:51])[CH2:56][CH2:57]2)=[O:20])=[CH:17][CH:16]=1)[CH2:6][C:2]1[NH:1][CH:5]=[CH:4][N:3]=1, predict the reactants needed to synthesize it. The reactants are: [NH:1]1[CH:5]=[CH:4][N:3]=[C:2]1[CH2:6][N:7]([CH2:14][C:15]1[CH:23]=[CH:22][C:18]([C:19](O)=[O:20])=[CH:17][CH:16]=1)[CH2:8][C:9]1[NH:10][CH:11]=[CH:12][N:13]=1.C1CCC(N=C=NC2CCCCC2)CC1.C1C=CC2N(O)N=NC=2C=1.[CH2:49]([N:52]([CH2:61][CH2:62][CH3:63])[CH2:53][CH2:54][N:55]1[CH2:60][CH2:59][NH:58][CH2:57][CH2:56]1)[CH2:50][CH3:51]. (2) Given the product [Cl:1][C:2]1[CH:3]=[C:4]([CH:7]=[CH:8][C:9]=1[O:10][CH3:11])[CH:5]=[O:6], predict the reactants needed to synthesize it. The reactants are: [Cl:1][C:2]1[CH:3]=[C:4]([CH:7]=[CH:8][C:9]=1[OH:10])[CH:5]=[O:6].[CH3:11]I. (3) Given the product [CH2:51]([CH:58]1[CH2:63][CH2:62][N:61]([C:47]([C:45]2[N:46]=[C:41]3[CH2:40][CH2:39][CH:38]([C:35]4[CH:36]=[CH:37][C:32]([F:31])=[C:33]([CH3:50])[CH:34]=4)[CH2:43][N:42]3[CH:44]=2)=[O:49])[CH2:60][CH2:59]1)[C:52]1[CH:57]=[CH:56][CH:55]=[CH:54][CH:53]=1, predict the reactants needed to synthesize it. The reactants are: CN(C(ON1N=NC2C=CC=CC1=2)=[N+](C)C)C.[B-](F)(F)(F)F.CN1CCOCC1.Cl.[F:31][C:32]1[CH:37]=[CH:36][C:35]([CH:38]2[CH2:43][N:42]3[CH:44]=[C:45]([C:47]([OH:49])=O)[N:46]=[C:41]3[CH2:40][CH2:39]2)=[CH:34][C:33]=1[CH3:50].[CH2:51]([CH:58]1[CH2:63][CH2:62][NH:61][CH2:60][CH2:59]1)[C:52]1[CH:57]=[CH:56][CH:55]=[CH:54][CH:53]=1. (4) Given the product [CH3:52][O:51][C:49](=[O:50])[NH:48][CH:44]([C:43]([N:39]1[CH2:40][CH2:41][CH2:42][CH:38]1[C:36]1[NH:35][C:34]2[C:54]3[C:30]([CH:31]=[CH:32][C:33]=2[N:37]=1)=[CH:29][C:28]([C:23]1[CH:22]=[CH:21][C:20]2[C:25](=[CH:26][CH:27]=[C:18]([C:15]4[NH:14][C:13]([CH:9]5[CH2:10][CH2:11][CH2:12][N:8]5[C:6](=[O:5])[CH:74]([NH2:73])[C:77]5[CH:86]=[CH:85][CH:84]=[CH:79][CH:78]=5)=[N:17][CH:16]=4)[CH:19]=2)[CH:24]=1)=[CH:56][CH:55]=3)=[O:53])[CH:45]([CH3:46])[CH3:47], predict the reactants needed to synthesize it. The reactants are: C([O:5][C:6]([N:8]1[CH2:12][CH2:11][CH2:10][CH:9]1[C:13]1[NH:14][C:15]([C:18]2[CH:27]=[CH:26][C:25]3[C:20](=[CH:21][CH:22]=[C:23]([C:28]4[CH:29]=[C:30]5[C:54](=[CH:55][CH:56]=4)[C:34]4[NH:35][C:36]([CH:38]6[CH2:42][CH2:41][CH2:40][N:39]6[C:43](=[O:53])[CH:44]([NH:48][C:49]([O:51][CH3:52])=[O:50])[CH:45]([CH3:47])[CH3:46])=[N:37][C:33]=4[CH:32]=[CH:31]5)[CH:24]=3)[CH:19]=2)=[CH:16][N:17]=1)=O)(C)(C)C.COC(=O)NC(C(N1CCCC1C1[NH:73][C:74]([C:77]2[CH:86]=[CH:85][C:84]3[C:79](=CC=C([C:84]4[CH:85]=[CH:86][C:77]([C:74]5[NH:73]C(C6CCCN6C(=O)C(N)C6C=CC=CC=6)=NC=5)=[CH:78][CH:79]=4)C=3)[CH:78]=2)=CN=1)=O)C(C)C.C(OC(N1CCCC1C1NC(C2C=CC(C3C=CC4C(=CC=C(C5NC(C6CCCN6C(=O)C(NC(OC)=O)C(C)C)=NC=5)C=4)C=3)=CC=2)=CN=1)=O)(C)(C)C. (5) Given the product [CH3:21][O:20][S:17]([O-:22])(=[O:19])=[O:18].[CH3:1][N+:2]([CH3:21])([CH3:16])[CH2:3][CH2:4][N:5]([CH3:15])[C:6]1[CH:11]=[CH:10][CH:9]=[CH:8][C:7]=1[N+:12]([O-:14])=[O:13], predict the reactants needed to synthesize it. The reactants are: [CH3:1][N:2]([CH3:16])[CH2:3][CH2:4][N:5]([CH3:15])[C:6]1[CH:11]=[CH:10][CH:9]=[CH:8][C:7]=1[N+:12]([O-:14])=[O:13].[S:17]([O:22]C)([O:20][CH3:21])(=[O:19])=[O:18]. (6) Given the product [C:3]([O:7][C:8]([NH:10][CH:11]1[CH2:17][N:16]([C:18]([O:20][CH2:21][C:22]2[CH:27]=[CH:26][CH:25]=[CH:24][CH:23]=2)=[O:19])[CH2:15][CH2:14][N:13]([CH2:35][C:36]([F:39])([F:38])[F:37])[C:12]1=[O:28])=[O:9])([CH3:6])([CH3:4])[CH3:5], predict the reactants needed to synthesize it. The reactants are: [H-].[Na+].[C:3]([O:7][C:8]([NH:10][CH:11]1[CH2:17][N:16]([C:18]([O:20][CH2:21][C:22]2[CH:27]=[CH:26][CH:25]=[CH:24][CH:23]=2)=[O:19])[CH2:15][CH2:14][NH:13][C:12]1=[O:28])=[O:9])([CH3:6])([CH3:5])[CH3:4].ClC(Cl)(Cl)S(O[CH2:35][C:36]([F:39])([F:38])[F:37])(=O)=O.ClC(Cl)(Cl)S([O-])(=O)=O.